Dataset: Forward reaction prediction with 1.9M reactions from USPTO patents (1976-2016). Task: Predict the product of the given reaction. (1) Given the reactants [CH3:1][C:2]1([CH3:13])[C:7](=[O:8])[NH:6][C:5]2[CH:9]=[CH:10][CH:11]=[CH:12][C:4]=2[O:3]1.[C:14](OCI)(=O)C(C)(C)C.[OH:23][C:24]1[CH:29]=[CH:28][C:27]([CH:30]([C:36]#[C:37][CH3:38])[CH2:31][C:32]([O:34]C)=[O:33])=[CH:26][CH:25]=1, predict the reaction product. The product is: [CH3:1][C:2]1([CH3:13])[C:7](=[O:8])[N:6]([CH2:14][O:23][C:24]2[CH:29]=[CH:28][C:27]([CH:30]([C:36]#[C:37][CH3:38])[CH2:31][C:32]([OH:34])=[O:33])=[CH:26][CH:25]=2)[C:5]2[CH:9]=[CH:10][CH:11]=[CH:12][C:4]=2[O:3]1. (2) Given the reactants CC([C:4]1[CH:9]=[CH:8][C:7]([F:10])=[CH:6][CH:5]=1)=O.C=O.[ClH:13].[CH3:14][NH:15][CH3:16].[CH3:17][C:18]([CH3:20])=[O:19], predict the reaction product. The product is: [ClH:13].[F:10][C:7]1[CH:8]=[CH:9][C:4]([CH2:17][C:18](=[O:19])[CH2:20][N:15]([CH3:16])[CH3:14])=[CH:5][CH:6]=1. (3) Given the reactants Br[C:2]1[CH:7]=[CH:6][C:5]([N:8]([CH2:12][C:13]([F:16])([F:15])[F:14])[CH2:9][CH2:10][OH:11])=[C:4]([C:17]([F:20])([F:19])[F:18])[CH:3]=1.[NH4+].[OH-].[CH3:23][N:24](C=O)C, predict the reaction product. The product is: [OH:11][CH2:10][CH2:9][N:8]([CH2:12][C:13]([F:16])([F:15])[F:14])[C:5]1[CH:6]=[CH:7][C:2]([C:23]#[N:24])=[CH:3][C:4]=1[C:17]([F:20])([F:19])[F:18]. (4) Given the reactants [NH2:1][C:2]1[C:3]([C:9]([C:11]2[CH:16]=[CH:15][CH:14]=[CH:13][CH:12]=2)=O)=[CH:4][C:5]([Cl:8])=[N:6][CH:7]=1.[CH3:17][NH2:18].C1COCC1.C(O)(=O)C.C(O[BH-](OC(=O)C)OC(=O)C)(=O)C.[Na+], predict the reaction product. The product is: [Cl:8][C:5]1[N:6]=[CH:7][C:2]([NH2:1])=[C:3]([CH:9]([NH:18][CH3:17])[C:11]2[CH:16]=[CH:15][CH:14]=[CH:13][CH:12]=2)[CH:4]=1. (5) Given the reactants N#N.[CH3:3][O:4][C:5](=[O:24])[CH:6]([NH:9][C:10](=[O:23])[CH2:11][C:12]1[S:13][C:14]([C:17]2([CH3:22])[O:21][CH2:20][CH2:19][O:18]2)=[CH:15][CH:16]=1)[CH2:7]O.[OH-].COC(NS([N+](CC)(CC)CC)(=O)=O)=O, predict the reaction product. The product is: [CH3:3][O:4][C:5]([CH:6]1[CH2:7][O:23][C:10]([CH2:11][C:12]2[S:13][C:14]([C:17]3([CH3:22])[O:21][CH2:20][CH2:19][O:18]3)=[CH:15][CH:16]=2)=[N:9]1)=[O:24]. (6) Given the reactants [OH:1][CH:2]1[CH2:8][CH:7]2[N:9]([C:10]([O:12]C(C)(C)C)=O)[CH:4]([CH2:5][CH2:6]2)[CH2:3]1.F[C:18]1[CH:25]=[CH:24][C:23]([C:26]2[N:31]=[C:30]([NH:32][C:33]3[CH:38]=[CH:37][C:36]([N:39]4[CH2:44][CH2:43][N:42]([CH:45]5[CH2:48][O:47][CH2:46]5)[CH2:41][CH2:40]4)=[CH:35][CH:34]=3)[N:29]=[CH:28][N:27]=2)=[CH:22][C:19]=1[C:20]#[N:21].C(O)(=O)[CH2:50][OH:51], predict the reaction product. The product is: [OH:51][CH2:50][C:10]([N:9]1[CH:4]2[CH2:5][CH2:6][CH:7]1[CH2:8][CH:2]([O:1][C:18]1[CH:25]=[CH:24][C:23]([C:26]3[N:31]=[C:30]([NH:32][C:33]4[CH:38]=[CH:37][C:36]([N:39]5[CH2:44][CH2:43][N:42]([CH:45]6[CH2:48][O:47][CH2:46]6)[CH2:41][CH2:40]5)=[CH:35][CH:34]=4)[N:29]=[CH:28][N:27]=3)=[CH:22][C:19]=1[C:20]#[N:21])[CH2:3]2)=[O:12]. (7) Given the reactants [F:1][C:2]1[C:3]([C:20]2[CH:21]=[N:22][C:23]([C:27]([F:30])([F:29])[F:28])=[C:24]([F:26])[CH:25]=2)=[CH:4][C:5]([CH2:8][N:9]2C(=O)C3C(=CC=CC=3)C2=O)=[N:6][CH:7]=1.O.NN, predict the reaction product. The product is: [F:1][C:2]1[C:3]([C:20]2[CH:21]=[N:22][C:23]([C:27]([F:29])([F:30])[F:28])=[C:24]([F:26])[CH:25]=2)=[CH:4][C:5]([CH2:8][NH2:9])=[N:6][CH:7]=1. (8) Given the reactants [Cl:1][C:2]1[CH:7]=[C:6]([O:8][CH3:9])[N:5]=[C:4]([O:10][CH3:11])[N:3]=1.C(=O)(O)[O-].[Na+].[Br:17]Br.O, predict the reaction product. The product is: [Br:17][C:7]1[C:2]([Cl:1])=[N:3][C:4]([O:10][CH3:11])=[N:5][C:6]=1[O:8][CH3:9]. (9) Given the reactants [F:1][C:2]([F:20])([F:19])[C:3]1[CH:4]=[C:5]2[N:11]=[C:10]([C:12]3[CH:17]=[CH:16][N:15]=[CH:14][C:13]=3[OH:18])[O:9][C:6]2=[N:7][CH:8]=1.C(=O)([O-])[O-].[K+].[K+].CN(C=O)C, predict the reaction product. The product is: [F:1][CH:2]([F:19])[CH2:3][O:18][C:13]1[CH:14]=[N:15][CH:16]=[CH:17][C:12]=1[C:10]1[O:9][C:6]2[C:5]([N:11]=1)=[CH:4][C:3]([C:2]([F:19])([F:1])[F:20])=[CH:8][N:7]=2. (10) Given the reactants F[C:2]1[C:3]([C:20]2[CH:25]=[CH:24][CH:23]=[CH:22][CH:21]=2)=[C:4]([CH3:19])[C:5]([C:17]#[N:18])=[C:6]2[C:10]=1[O:9][C:8]([N:11]1[CH2:14][C:13]([OH:16])([CH3:15])[CH2:12]1)=[N:7]2.C(N(CC)CC)C.[CH3:33][N:34]([CH3:40])[C@H:35]1[CH2:39][CH2:38][NH:37][CH2:36]1, predict the reaction product. The product is: [CH3:33][N:34]([CH3:40])[C@H:35]1[CH2:39][CH2:38][N:37]([C:2]2[C:3]([C:20]3[CH:25]=[CH:24][CH:23]=[CH:22][CH:21]=3)=[C:4]([CH3:19])[C:5]([C:17]#[N:18])=[C:6]3[C:10]=2[O:9][C:8]([N:11]2[CH2:14][C:13]([OH:16])([CH3:15])[CH2:12]2)=[N:7]3)[CH2:36]1.